This data is from Reaction yield outcomes from USPTO patents with 853,638 reactions. The task is: Predict the reaction yield, written as a fraction of the theoretical maximum amount of product (1.0 means a 100% yield; for example, 0.34 means a 34% yield). (1) The reactants are C1(P(C2C=CC=CC=2)C2C=CC=CC=2)C=CC=CC=1.CCOC(/N=N/C(OCC)=O)=O.[Cl:32][C:33]1[C:38]([F:39])=[CH:37][CH:36]=[C:35]([Cl:40])[C:34]=1[CH:41]([OH:43])C.O[C:45]1[C:46]([N+:51]([O-:53])=[O:52])=[N:47][CH:48]=[CH:49][CH:50]=1. The catalyst is C1(C)C=CC=CC=1.C1COCC1. The product is [Cl:32][C:33]1[C:38]([F:39])=[CH:37][CH:36]=[C:35]([Cl:40])[C:34]=1[CH2:41][O:43][C:45]1[C:46]([N+:51]([O-:53])=[O:52])=[N:47][CH:48]=[CH:49][CH:50]=1. The yield is 0.980. (2) The reactants are C(OC(=O)[NH:7][CH2:8][CH2:9][C:10](=[O:31])[NH:11][C:12]1[CH:13]=[C:14]2[C:19](=[CH:20][CH:21]=1)[N:18]=[CH:17][N:16]=[C:15]2[NH:22][CH:23]([C:25]1[CH:30]=[CH:29][CH:28]=[CH:27][CH:26]=1)[CH3:24])(C)(C)C.FC(F)(F)C(O)=O. The catalyst is C(Cl)Cl.C(=O)(O)[O-].[Na+]. The product is [NH2:7][CH2:8][CH2:9][C:10]([NH:11][C:12]1[CH:13]=[C:14]2[C:19](=[CH:20][CH:21]=1)[N:18]=[CH:17][N:16]=[C:15]2[NH:22][CH:23]([C:25]1[CH:26]=[CH:27][CH:28]=[CH:29][CH:30]=1)[CH3:24])=[O:31]. The yield is 0.520. (3) The reactants are Cl[CH2:2][C:3]1[N:12]=[C:11]([NH:13][C@@H:14]([C@H:18]([CH3:21])[CH2:19][CH3:20])[C:15]([NH2:17])=[O:16])[C:10]2[C:5](=[CH:6][CH:7]=[CH:8][CH:9]=2)[N:4]=1.[C:22]1([N:28]2[CH2:33][CH2:32][NH:31][CH2:30][CH2:29]2)[CH:27]=[CH:26][CH:25]=[CH:24][CH:23]=1.C(=O)([O-])[O-].[K+].[K+]. The catalyst is C(#N)C. The product is [CH3:21][C@H:18]([CH2:19][CH3:20])[C@H:14]([NH:13][C:11]1[C:10]2[C:5](=[CH:6][CH:7]=[CH:8][CH:9]=2)[N:4]=[C:3]([CH2:2][N:31]2[CH2:32][CH2:33][N:28]([C:22]3[CH:27]=[CH:26][CH:25]=[CH:24][CH:23]=3)[CH2:29][CH2:30]2)[N:12]=1)[C:15]([NH2:17])=[O:16]. The yield is 0.590. (4) The reactants are [CH3:1][N:2]([CH3:22])[C:3]1[CH:8]=[CH:7][C:6]([CH:9]([C:11]2[CH:16]=[CH:15][C:14]([O:17][CH3:18])=[C:13]([O:19][CH2:20][CH3:21])[CH:12]=2)[OH:10])=[CH:5][CH:4]=1. The catalyst is C(Cl)Cl.O=[Mn]=O. The product is [CH3:22][N:2]([CH3:1])[C:3]1[CH:8]=[CH:7][C:6]([C:9]([C:11]2[CH:16]=[CH:15][C:14]([O:17][CH3:18])=[C:13]([O:19][CH2:20][CH3:21])[CH:12]=2)=[O:10])=[CH:5][CH:4]=1. The yield is 0.170. (5) The reactants are [N:1]1([C:6]([O:8][C:9]([CH3:12])([CH3:11])[CH3:10])=[O:7])[CH2:5][CH2:4][CH2:3][CH2:2]1.C1C[C@H]2N(C[C@H]3[C@@H]4CCCCN4C[C@@H]2C3)CC1.[Li]C(CC)C.Br[C:36]1[C:37]([O:43][CH3:44])=[N:38][CH:39]=[C:40]([F:42])[CH:41]=1.[NH4+].[OH-]. The catalyst is CC(OC)(C)C.[Cl-].[Cl-].[Zn+2].CC([O-])=O.CC([O-])=O.[Pd+2].P(C(C)(C)C)(C(C)(C)C)C(C)(C)C.[H+].[B-](F)(F)(F)F. The product is [F:42][C:40]1[CH:41]=[C:36]([C@H:2]2[CH2:3][CH2:4][CH2:5][N:1]2[C:6]([O:8][C:9]([CH3:12])([CH3:11])[CH3:10])=[O:7])[C:37]([O:43][CH3:44])=[N:38][CH:39]=1. The yield is 0.630.